Task: Regression. Given a peptide amino acid sequence and an MHC pseudo amino acid sequence, predict their binding affinity value. This is MHC class I binding data.. Dataset: Peptide-MHC class I binding affinity with 185,985 pairs from IEDB/IMGT (1) The peptide sequence is ASDRISGIL. The MHC is HLA-B15:01 with pseudo-sequence HLA-B15:01. The binding affinity (normalized) is 0.210. (2) The peptide sequence is RLKQLKRQL. The MHC is HLA-A02:06 with pseudo-sequence HLA-A02:06. The binding affinity (normalized) is 0. (3) The peptide sequence is YRTAVCGLY. The MHC is HLA-A26:03 with pseudo-sequence HLA-A26:03. The binding affinity (normalized) is 0.0847. (4) The peptide sequence is DMCDIYLLY. The MHC is HLA-A23:01 with pseudo-sequence HLA-A23:01. The binding affinity (normalized) is 0.431. (5) The peptide sequence is DEVEFLGHY. The MHC is HLA-A24:02 with pseudo-sequence HLA-A24:02. The binding affinity (normalized) is 0. (6) The peptide sequence is FQPQNGPFI. The MHC is H-2-Kb with pseudo-sequence H-2-Kb. The binding affinity (normalized) is 0.0258. (7) The peptide sequence is QELLIQQWI. The MHC is HLA-B44:03 with pseudo-sequence HLA-B44:03. The binding affinity (normalized) is 0.121. (8) The peptide sequence is IEYLVSFGV. The MHC is Patr-B2401 with pseudo-sequence Patr-B2401. The binding affinity (normalized) is 0.269. (9) The peptide sequence is QASQDVKNW. The binding affinity (normalized) is 0. The MHC is HLA-B08:01 with pseudo-sequence HLA-B08:01. (10) The peptide sequence is SFVTDLEKY. The MHC is HLA-B15:17 with pseudo-sequence HLA-B15:17. The binding affinity (normalized) is 0.0847.